Dataset: Reaction yield outcomes from USPTO patents with 853,638 reactions. Task: Predict the reaction yield, written as a fraction of the theoretical maximum amount of product (1.0 means a 100% yield; for example, 0.34 means a 34% yield). (1) The reactants are [CH:1]1([C@H:7]([NH:12][C:13]([C:15]2[S:16][C:17]([C:32]3[CH:37]=[CH:36][C:35]([F:38])=[CH:34][CH:33]=3)=[CH:18][C:19]=2[NH:20][C:21]([NH:23][C:24]2[C:29]([Cl:30])=[CH:28][CH:27]=[CH:26][C:25]=2[Cl:31])=[O:22])=[O:14])[C:8]([O:10]C)=[O:9])[CH2:6][CH2:5][CH2:4][CH2:3][CH2:2]1.[OH-].[Li+]. No catalyst specified. The product is [CH:1]1([C@H:7]([NH:12][C:13]([C:15]2[S:16][C:17]([C:32]3[CH:37]=[CH:36][C:35]([F:38])=[CH:34][CH:33]=3)=[CH:18][C:19]=2[NH:20][C:21]([NH:23][C:24]2[C:25]([Cl:31])=[CH:26][CH:27]=[CH:28][C:29]=2[Cl:30])=[O:22])=[O:14])[C:8]([OH:10])=[O:9])[CH2:6][CH2:5][CH2:4][CH2:3][CH2:2]1. The yield is 0.870. (2) The reactants are [Cl:1][C:2]1[CH:3]=[C:4]([CH2:9]O)[CH:5]=[N:6][C:7]=1[Cl:8].C(Br)(Br)(Br)[Br:12].C1(P(C2C=CC=CC=2)CCCP(C2C=CC=CC=2)C2C=CC=CC=2)C=CC=CC=1. The catalyst is ClCCl. The product is [Cl:1][C:2]1[CH:3]=[C:4]([CH2:9][Br:12])[CH:5]=[N:6][C:7]=1[Cl:8]. The yield is 1.30. (3) The reactants are [CH2:1]([N:4]([CH2:15]/[CH:16]=[N:17]/[OH:18])[C:5](=[O:14])[O:6][CH2:7][C:8]1[CH:13]=[CH:12][CH:11]=[CH:10][CH:9]=1)[CH:2]=[CH2:3].Cl[O-].[Na+]. The catalyst is ClCCl. The product is [N:17]1[O:18][CH2:3][CH:2]2[CH2:1][N:4]([C:5]([O:6][CH2:7][C:8]3[CH:13]=[CH:12][CH:11]=[CH:10][CH:9]=3)=[O:14])[CH2:15][C:16]=12. The yield is 0.750. (4) The reactants are Cl.[C:2](=[NH:6])([NH2:5])[CH2:3][CH3:4].C[O-].[Na+].[C:10]([C:12]1[CH:17]=[CH:16][CH:15]=[CH:14][C:13]=1[C:18]1[CH:23]=[CH:22][C:21]([CH2:24][CH:25]([C:30](=O)[CH2:31][CH2:32][CH2:33][CH3:34])[C:26](OC)=[O:27])=[CH:20][CH:19]=1)#[N:11]. The catalyst is CO. The product is [CH2:31]([C:30]1[N:6]=[C:2]([CH2:3][CH3:4])[NH:5][C:26](=[O:27])[C:25]=1[CH2:24][C:21]1[CH:20]=[CH:19][C:18]([C:13]2[C:12]([C:10]#[N:11])=[CH:17][CH:16]=[CH:15][CH:14]=2)=[CH:23][CH:22]=1)[CH2:32][CH2:33][CH3:34]. The yield is 0.830. (5) The yield is 0.630. The reactants are [CH:1](NC(C)C)(C)[CH3:2].C([Li])CCC.[CH2:13]([O:20][C:21]([NH:23][C@H:24]1[CH2:29][CH2:28][CH2:27][CH2:26][C@@H:25]1[C:30]([O:32][CH3:33])=[O:31])=[O:22])[C:14]1[CH:19]=[CH:18][CH:17]=[CH:16][CH:15]=1.ICC. The catalyst is C1COCC1. The product is [CH2:13]([O:20][C:21]([NH:23][C@H:24]1[CH2:29][CH2:28][CH2:27][CH2:26][C@@:25]1([CH2:1][CH3:2])[C:30]([O:32][CH3:33])=[O:31])=[O:22])[C:14]1[CH:15]=[CH:16][CH:17]=[CH:18][CH:19]=1. (6) The reactants are C[C:2]1[C:7]([NH2:8])=[CH:6][CH:5]=[C:4]([CH3:9])[C:3]=1[NH2:10].[CH3:11][C:12]([O:15][C:16](O[C:16]([O:15][C:12]([CH3:14])([CH3:13])[CH3:11])=[O:17])=[O:17])([CH3:14])[CH3:13].[CH2:26]1COCC1. No catalyst specified. The product is [C:12]([O:15][C:16](=[O:17])[NH:10][C:3]1[CH:2]=[C:7]([NH2:8])[C:6]([CH3:26])=[CH:5][C:4]=1[CH3:9])([CH3:14])([CH3:13])[CH3:11]. The yield is 0.950. (7) The reactants are [CH2:1]([C@@H:5]1[NH:10][CH2:9][C@H:8]([C:11]2[CH:15]=[CH:14][S:13][CH:12]=2)[NH:7][C:6]1=[O:16])[CH:2]([CH3:4])[CH3:3].[F:17][C:18]1[CH:23]=[CH:22][C:21]([C:24]2[O:28][N:27]=[C:26]([C:29](O)=[O:30])[CH:25]=2)=[CH:20][CH:19]=1.C([C@@H]1N(C(=O)/C=C/C2C=CC=CC=2)C[C@H](CC(C)C)NC1=O)C(C)C. No catalyst specified. The product is [F:17][C:18]1[CH:19]=[CH:20][C:21]([C:24]2[O:28][N:27]=[C:26]([C:29]([N:10]3[CH2:9][C@H:8]([C:11]4[CH:15]=[CH:14][S:13][CH:12]=4)[NH:7][C:6](=[O:16])[C@@H:5]3[CH2:1][CH:2]([CH3:4])[CH3:3])=[O:30])[CH:25]=2)=[CH:22][CH:23]=1. The yield is 0.523. (8) The reactants are [Br:1][C:2]1[CH:7]=[CH:6][C:5]([OH:8])=[CH:4][C:3]=1[CH3:9].Cl.Cl[CH2:12][CH2:13][N:14]1[CH2:19][CH2:18][O:17][CH2:16][CH2:15]1.C(=O)([O-])[O-].[K+].[K+]. The catalyst is C(#N)C. The product is [Br:1][C:2]1[CH:7]=[CH:6][C:5]([O:8][CH2:12][CH2:13][N:14]2[CH2:19][CH2:18][O:17][CH2:16][CH2:15]2)=[CH:4][C:3]=1[CH3:9]. The yield is 0.990.